Predict the product of the given reaction. From a dataset of Forward reaction prediction with 1.9M reactions from USPTO patents (1976-2016). Given the reactants [C:1]([C:5]1[CH:6]=[C:7]([CH:14]=[C:15]([O:17][CH2:18][CH2:19][O:20][CH3:21])[CH:16]=1)[C:8](N(OC)C)=[O:9])([CH3:4])([CH3:3])[CH3:2].[CH3:22][Mg]Br.Cl, predict the reaction product. The product is: [C:1]([C:5]1[CH:6]=[C:7]([C:8](=[O:9])[CH3:22])[CH:14]=[C:15]([O:17][CH2:18][CH2:19][O:20][CH3:21])[CH:16]=1)([CH3:2])([CH3:3])[CH3:4].